Predict the product of the given reaction. From a dataset of Forward reaction prediction with 1.9M reactions from USPTO patents (1976-2016). (1) The product is: [OH:35][C@H:34]1[C@H:30]2[O:29][CH2:28][C@@H:27]([O:26][C:24]3[N:23]([CH2:36][O:37][CH2:38][CH2:39][Si:40]([CH3:42])([CH3:43])[CH3:41])[C:5]4=[N:6][C:7]([C:8]5[CH:13]=[CH:12][C:11]([C:45]6[CH:46]=[CH:47][C:48]([S:51](=[N:53][CH3:54])([NH:55][CH3:56])=[O:52])=[CH:49][CH:50]=6)=[CH:10][CH:9]=5)=[C:2]([Cl:1])[CH:3]=[C:4]4[N:25]=3)[C@H:31]2[O:32][CH2:33]1. Given the reactants [Cl:1][C:2]1[CH:3]=[C:4]2[N:25]=[C:24]([O:26][C@H:27]3[C@H:31]4[O:32][CH2:33][C@@H:34]([OH:35])[C@H:30]4[O:29][CH2:28]3)[N:23]([CH2:36][O:37][CH2:38][CH2:39][Si:40]([CH3:43])([CH3:42])[CH3:41])[C:5]2=[N:6][C:7]=1[C:8]1[CH:13]=[CH:12][C:11](B2OC(C)(C)C(C)(C)O2)=[CH:10][CH:9]=1.Br[C:45]1[CH:50]=[CH:49][C:48]([S:51](=[N:55][CH3:56])([NH:53][CH3:54])=[O:52])=[CH:47][CH:46]=1, predict the reaction product. (2) Given the reactants [CH:1]([CH2:3][SiH:4](Cl)Cl)=[CH2:2].C(N([CH2:12][CH3:13])CC)C.[C:14]([OH:33])(=[O:32])[CH2:15][CH2:16][CH2:17][CH2:18][CH2:19][CH2:20][CH2:21][CH2:22][CH2:23][CH2:24][CH2:25][CH2:26][CH2:27][CH2:28][CH2:29][CH2:30][CH3:31], predict the reaction product. The product is: [CH:1]([CH2:3][SiH:4]([O:33][C:14](=[O:32])[CH2:15][CH2:16][CH2:17][CH2:18][CH2:19][CH2:20][CH2:21][CH2:22][CH2:23][CH2:24][CH2:25][CH2:26][CH2:27][CH2:28][CH2:29][CH2:12][CH3:13])[O:32][C:14](=[O:33])[CH2:15][CH2:16][CH2:17][CH2:18][CH2:19][CH2:20][CH2:21][CH2:22][CH2:23][CH2:24][CH2:25][CH2:26][CH2:27][CH2:28][CH2:29][CH2:30][CH3:31])=[CH2:2]. (3) Given the reactants [CH:1]([O:4][C:5]1[C:13]([O:14][CH3:15])=[CH:12][CH:11]=[CH:10][C:6]=1[CH2:7][NH:8][CH3:9])([CH3:3])[CH3:2].CNCC1C=CC2C(=CC=CC=2)C=1CCC.[ClH:32].[N:33]1([CH2:39][CH2:40][N:41]2[CH2:46][C:45]3[CH:47]=[C:48](/[CH:51]=[CH:52]/[C:53]([OH:55])=O)[CH:49]=[N:50][C:44]=3[NH:43][C:42]2=[O:56])[CH2:38][CH2:37][O:36][CH2:35][CH2:34]1, predict the reaction product. The product is: [ClH:32].[CH:1]([O:4][C:5]1[C:13]([O:14][CH3:15])=[CH:12][CH:11]=[CH:10][C:6]=1[CH2:7][N:8]([CH3:9])[C:53](=[O:55])/[CH:52]=[CH:51]/[C:48]1[CH:49]=[N:50][C:44]2[NH:43][C:42](=[O:56])[N:41]([CH2:40][CH2:39][N:33]3[CH2:34][CH2:35][O:36][CH2:37][CH2:38]3)[CH2:46][C:45]=2[CH:47]=1)([CH3:3])[CH3:2]. (4) Given the reactants Br[C:2]1[CH:16]=[CH:15][C:5]([CH2:6][O:7][C:8]2[CH:13]=[CH:12][C:11]([Cl:14])=[CH:10][N:9]=2)=[CH:4][CH:3]=1.[CH3:17][S:18]([NH2:21])(=[O:20])=[O:19].F[B-](F)(F)F.C([PH+](C(C)(C)C)C(C)(C)C)(C)(C)C.N12CCCN=C1CCCCC2.[O:51]1CCOC[CH2:52]1, predict the reaction product. The product is: [Cl:14][C:11]1[CH:12]=[CH:13][C:8]([O:7][CH2:6][C:5]2[CH:15]=[CH:16][C:2]([C:52]([NH:21][S:18]([CH3:17])(=[O:20])=[O:19])=[O:51])=[CH:3][CH:4]=2)=[N:9][CH:10]=1. (5) Given the reactants CS(O)(=O)=O.[OH-].[Na+].[CH2:8]([O:15][C:16]([N:18]1[CH2:22][CH2:21][C@H:20]([NH:23][C:24]([C@@H:26]2[CH2:31][CH2:30][C@@H:29]([NH:32][O:33][CH2:34][C:35]3[CH:40]=[CH:39][CH:38]=[CH:37][CH:36]=3)[CH2:28][NH:27]2)=[O:25])[CH2:19]1)=[O:17])[C:9]1[CH:14]=[CH:13][CH:12]=[CH:11][CH:10]=1.[C:41]1([CH3:68])[CH:46]=[CH:45][C:44]([C:47]([C@@:49]([C:65]([OH:67])=[O:66])([OH:64])[C@@:50]([C:55]([C:57]2[CH:62]=[CH:61][C:60]([CH3:63])=[CH:59][CH:58]=2)=[O:56])([OH:54])[C:51]([OH:53])=[O:52])=[O:48])=[CH:43][CH:42]=1.C(O)(=O)C(C(C(O)=O)O)O, predict the reaction product. The product is: [C:41]1([CH3:68])[CH:46]=[CH:45][C:44]([C:47]([C@@:49]([C:65]([OH:67])=[O:66])([OH:64])[C@@:50]([C:55]([C:57]2[CH:58]=[CH:59][C:60]([CH3:63])=[CH:61][CH:62]=2)=[O:56])([OH:54])[C:51]([OH:53])=[O:52])=[O:48])=[CH:43][CH:42]=1.[CH2:8]([O:15][C:16]([N:18]1[CH2:22][CH2:21][C@H:20]([NH:23][C:24]([C@@H:26]2[CH2:31][CH2:30][C@@H:29]([NH:32][O:33][CH2:34][C:35]3[CH:40]=[CH:39][CH:38]=[CH:37][CH:36]=3)[CH2:28][NH:27]2)=[O:25])[CH2:19]1)=[O:17])[C:9]1[CH:14]=[CH:13][CH:12]=[CH:11][CH:10]=1.